Predict the product of the given reaction. From a dataset of Forward reaction prediction with 1.9M reactions from USPTO patents (1976-2016). (1) Given the reactants C1(C)C=CC=CC=1.COCCO[AlH2-]OCCOC.[Na+].[CH:20]1([NH:26][C:27]2[C:32]([C:33](N(OC)C)=[O:34])=[CH:31][N:30]=[C:29]3[N:39]([CH2:42][CH3:43])[N:40]=[CH:41][C:28]=23)[CH2:25][CH2:24][CH2:23][CH2:22][CH2:21]1.C(O)(=O)CC(CC(O)=O)(C(O)=O)O, predict the reaction product. The product is: [CH:20]1([NH:26][C:27]2[C:32]([CH:33]=[O:34])=[CH:31][N:30]=[C:29]3[N:39]([CH2:42][CH3:43])[N:40]=[CH:41][C:28]=23)[CH2:21][CH2:22][CH2:23][CH2:24][CH2:25]1. (2) Given the reactants [CH3:1][O:2][C:3]([C:5]1(C(O)=O)[C:7]2([CH2:10][CH2:9][CH2:8]2)[CH2:6]1)=[O:4].C1C=CC(P([N:28]=[N+]=[N-])(C2C=CC=CC=2)=O)=CC=1.CCN(CC)CC.[ClH:38].O1CCOCC1, predict the reaction product. The product is: [ClH:38].[CH3:1][O:2][C:3]([C:5]1([NH2:28])[C:7]2([CH2:10][CH2:9][CH2:8]2)[CH2:6]1)=[O:4]. (3) Given the reactants [CH3:1][O:2][C:3]1[N:8]=[C:7](/[CH:9]=[CH:10]/[C:11]2[N:29]=[C:14]3[CH:15]([C:19]4[CH:24]=[CH:23][CH:22]=[CH:21][C:20]=4[C:25]([F:28])([F:27])[F:26])[CH2:16][CH2:17][CH2:18][N:13]3[N:12]=2)[CH:6]=[CH:5][C:4]=1[N:30]1[CH:34]=[C:33]([CH3:35])[N:32]=[CH:31]1.[C:36]([O:44][C@@H:45]([C@H:49]([O:53][C:54](=[O:61])[C:55]1[CH:60]=[CH:59][CH:58]=[CH:57][CH:56]=1)[C:50]([OH:52])=[O:51])[C:46]([OH:48])=[O:47])(=[O:43])[C:37]1[CH:42]=[CH:41][CH:40]=[CH:39][CH:38]=1, predict the reaction product. The product is: [C:54]([O:53][C@@H:49]([C@H:45]([O:44][C:36](=[O:43])[C:37]1[CH:38]=[CH:39][CH:40]=[CH:41][CH:42]=1)[C:46]([OH:48])=[O:47])[C:50]([OH:52])=[O:51])(=[O:61])[C:55]1[CH:60]=[CH:59][CH:58]=[CH:57][CH:56]=1.[CH3:1][O:2][C:3]1[N:8]=[C:7](/[CH:9]=[CH:10]/[C:11]2[N:29]=[C:14]3[C@H:15]([C:19]4[CH:24]=[CH:23][CH:22]=[CH:21][C:20]=4[C:25]([F:28])([F:27])[F:26])[CH2:16][CH2:17][CH2:18][N:13]3[N:12]=2)[CH:6]=[CH:5][C:4]=1[N:30]1[CH:34]=[C:33]([CH3:35])[N:32]=[CH:31]1. (4) The product is: [CH:14]1([O:13][C:10]2[CH:11]=[CH:12][C:7]([B:20]([OH:25])[OH:21])=[CH:8][CH:9]=2)[CH2:19][CH2:18][CH2:17][CH2:16][CH2:15]1. Given the reactants C([Li])CCC.Br[C:7]1[CH:12]=[CH:11][C:10]([O:13][CH:14]2[CH2:19][CH2:18][CH2:17][CH2:16][CH2:15]2)=[CH:9][CH:8]=1.[B:20](OC(C)C)([O:25]C(C)C)[O:21]C(C)C.[OH-].[Na+], predict the reaction product. (5) Given the reactants [CH3:1][S:2]([O:5][C:6]1[CH:11]=[CH:10][C:9]([CH2:12][CH2:13][S:14]C(=O)C)=[CH:8][CH:7]=1)(=[O:4])=[O:3].[H-].[H-].[H-].[H-].[Li+].[Al+3].O.[OH-].[Na+], predict the reaction product. The product is: [SH:14][CH2:13][CH2:12][C:9]1[CH:8]=[CH:7][C:6]([O:5][S:2]([CH3:1])(=[O:4])=[O:3])=[CH:11][CH:10]=1. (6) Given the reactants [CH2:1]([O:3][C:4](=[O:22])[CH:5]=[CH:6][C@@H:7]1[CH2:12][CH2:11][C:10]([F:14])([F:13])[CH2:9][N:8]1[C:15]([O:17][C:18]([CH3:21])([CH3:20])[CH3:19])=[O:16])[CH3:2], predict the reaction product. The product is: [CH2:1]([O:3][C:4](=[O:22])[CH2:5][CH2:6][C@@H:7]1[CH2:12][CH2:11][C:10]([F:14])([F:13])[CH2:9][N:8]1[C:15]([O:17][C:18]([CH3:21])([CH3:20])[CH3:19])=[O:16])[CH3:2]. (7) The product is: [CH3:20][O:19][C:12]1[CH:13]=[CH:14][CH:15]=[C:16]([O:17][CH3:18])[C:11]=1[CH:2]1[N:1]([CH2:30][C:29]2[CH:32]=[CH:33][CH:34]=[C:27]([C:22]3[CH:23]=[CH:24][CH:25]=[CH:26][N:21]=3)[CH:28]=2)[C:7](=[O:9])[CH2:6][CH2:5][CH2:4][CH2:3]1. Given the reactants [NH2:1][CH:2]([C:11]1[C:16]([O:17][CH3:18])=[CH:15][CH:14]=[CH:13][C:12]=1[O:19][CH3:20])[CH2:3][CH2:4][CH2:5][CH2:6][C:7]([O:9]C)=O.[N:21]1[CH:26]=[CH:25][CH:24]=[CH:23][C:22]=1[C:27]1[CH:28]=[C:29]([CH:32]=[CH:33][CH:34]=1)[CH:30]=O, predict the reaction product. (8) The product is: [CH3:27][C:26]1([CH3:45])[C:19]2[CH:18]=[C:17]([NH2:16])[CH:22]=[CH:21][C:20]=2[C:24]([C:50]2[CH:51]=[CH:52][C:53]([NH2:49])=[CH:3][CH:2]=2)([CH3:29])[CH2:25]1.[CH:50]1[C:17]([C:18]([C:31]2[CH:36]=[CH:35][C:34]3[C:37]([O:39][C:40](=[O:41])[C:33]=3[CH:32]=2)=[O:38])=[O:47])=[CH:22][C:21]2[C:20]([O:23][C:53](=[O:54])[C:52]=2[CH:51]=1)=[O:6]. Given the reactants N[CH2:2][CH2:3]C[Si](C)(C)[O:6][Si](C)(C)CCCN.[NH2:16][C:17]1[CH:22]=[CH:21][C:20]([OH:23])=[CH:19][CH:18]=1.[CH:24]1[C:29](O[C:31]2[CH:36]=[CH:35][C:34]3[C:37]([O:39][C:40](=[O:41])[C:33]=3[CH:32]=2)=[O:38])=C[C:27]2C(O[C:45](=O)[C:26]=2[CH:25]=1)=O.[OH2:47].C[N:49]1[C:53](=[O:54])[CH2:52][CH2:51][CH2:50]1, predict the reaction product. (9) Given the reactants CS(C)=O.C(Cl)(=O)C(Cl)=O.[Cl:11][C:12]1[C:17]2=[CH:18][O:19][N:20]=[C:16]2[C:15]([C:21]2[CH:26]=[CH:25][CH:24]=[C:23]([F:27])[CH:22]=2)=[C:14]([CH2:28][OH:29])[CH:13]=1.C(N(CC)CC)C, predict the reaction product. The product is: [Cl:11][C:12]1[C:17]2=[CH:18][O:19][N:20]=[C:16]2[C:15]([C:21]2[CH:26]=[CH:25][CH:24]=[C:23]([F:27])[CH:22]=2)=[C:14]([CH:28]=[O:29])[CH:13]=1. (10) Given the reactants [NH:1]1[CH:5]=[C:4]([C@@H:6]2[CH2:11][CH2:10][CH2:9][CH2:8][C@H:7]2[OH:12])[CH:3]=[N:2]1, predict the reaction product. The product is: [NH:1]1[CH:5]=[C:4]([C@H:6]2[CH2:11][CH2:10][CH2:9][CH2:8][C@@H:7]2[OH:12])[CH:3]=[N:2]1.